This data is from NCI-60 drug combinations with 297,098 pairs across 59 cell lines. The task is: Regression. Given two drug SMILES strings and cell line genomic features, predict the synergy score measuring deviation from expected non-interaction effect. Synergy scores: CSS=9.34, Synergy_ZIP=-1.03, Synergy_Bliss=4.99, Synergy_Loewe=-16.9, Synergy_HSA=-1.22. Drug 1: C1CCC(C(C1)N)N.C(=O)(C(=O)[O-])[O-].[Pt+4]. Drug 2: C(CN)CNCCSP(=O)(O)O. Cell line: NCI/ADR-RES.